From a dataset of Catalyst prediction with 721,799 reactions and 888 catalyst types from USPTO. Predict which catalyst facilitates the given reaction. (1) Reactant: [CH3:1][O:2][C:3](=[O:24])[CH:4]=[C:5]([NH:16][C:17]([O:19][C:20]([CH3:23])([CH3:22])[CH3:21])=[O:18])[CH2:6][C:7]1[CH:12]=[C:11]([F:13])[C:10]([F:14])=[CH:9][C:8]=1[F:15].C1C=CC(P(C2C=CC3C(=CC=CC=3)C=2C2C3C(=CC=CC=3)C=CC=2P(C2C=CC=CC=2)C2C=CC=CC=2)C2C=CC=CC=2)=CC=1. Product: [CH3:1][O:2][C:3](=[O:24])[CH2:4][CH:5]([NH:16][C:17]([O:19][C:20]([CH3:22])([CH3:21])[CH3:23])=[O:18])[CH2:6][C:7]1[CH:12]=[C:11]([F:13])[C:10]([F:14])=[CH:9][C:8]=1[F:15]. The catalyst class is: 5. (2) Reactant: Cl[C:2]1[CH:7]=[C:6]([Cl:8])[N:5]=[CH:4][C:3]=1[C:9]([NH:11][C:12]1[CH:13]=[N:14][CH:15]=[CH:16][CH:17]=1)=[O:10].[NH2:18][C:19]1[CH:29]=[CH:28][C:22]([C:23]([O:25][CH2:26][CH3:27])=[O:24])=[CH:21][CH:20]=1.Cl. Product: [Cl:8][C:6]1[CH:7]=[C:2]([NH:18][C:19]2[CH:20]=[CH:21][C:22]([C:23]([O:25][CH2:26][CH3:27])=[O:24])=[CH:28][CH:29]=2)[C:3]([C:9](=[O:10])[NH:11][C:12]2[CH:13]=[N:14][CH:15]=[CH:16][CH:17]=2)=[CH:4][N:5]=1. The catalyst class is: 14. (3) Reactant: [Br:1][C:2]1[CH:10]=[CH:9][CH:8]=[CH:7][C:3]=1[C:4]([OH:6])=O.C(Cl)(=O)C(Cl)=O.[NH2:17][C:18]1[CH:19]=[C:20]([NH:24][C:25](=[O:29])[CH2:26][CH2:27][CH3:28])[CH:21]=[CH:22][CH:23]=1.N1C=CC=CC=1. Product: [Br:1][C:2]1[CH:10]=[CH:9][CH:8]=[CH:7][C:3]=1[C:4]([NH:17][C:18]1[CH:23]=[CH:22][CH:21]=[C:20]([NH:24][C:25](=[O:29])[CH2:26][CH2:27][CH3:28])[CH:19]=1)=[O:6]. The catalyst class is: 204.